From a dataset of Reaction yield outcomes from USPTO patents with 853,638 reactions. Predict the reaction yield, written as a fraction of the theoretical maximum amount of product (1.0 means a 100% yield; for example, 0.34 means a 34% yield). (1) The reactants are [CH3:1][O:2][CH2:3][CH2:4][C@:5]1([C:18]([N:20]2[CH2:25][CH2:24][N:23]([C:26]3[CH:31]=[C:30]([C:32]([F:35])([F:34])[F:33])[CH:29]=[CH:28][N:27]=3)[CH2:22][CH2:21]2)=[O:19])[CH2:9][CH2:8][C@@H:7]([NH:10]C(=O)OC(C)(C)C)[CH2:6]1.[ClH:36]. The catalyst is CCOCC. The product is [ClH:36].[ClH:36].[CH3:1][O:2][CH2:3][CH2:4][C@:5]1([C:18]([N:20]2[CH2:21][CH2:22][N:23]([C:26]3[CH:31]=[C:30]([C:32]([F:35])([F:33])[F:34])[CH:29]=[CH:28][N:27]=3)[CH2:24][CH2:25]2)=[O:19])[CH2:9][CH2:8][C@@H:7]([NH2:10])[CH2:6]1. The yield is 0.960. (2) The product is [CH:1]([C:4]1[CH:8]=[C:7]([NH:9][C:25](=[O:26])[O:27][C:28]2[CH:33]=[CH:32][CH:31]=[CH:30][CH:29]=2)[N:6]([C:10]2[CH:11]=[CH:12][C:13]([O:16][CH3:17])=[CH:14][CH:15]=2)[N:5]=1)([CH3:3])[CH3:2]. The reactants are [CH:1]([C:4]1[CH:8]=[C:7]([NH2:9])[N:6]([C:10]2[CH:15]=[CH:14][C:13]([O:16][CH3:17])=[CH:12][CH:11]=2)[N:5]=1)([CH3:3])[CH3:2].C(=O)([O-])[O-].[K+].[K+].Cl[C:25]([O:27][C:28]1[CH:33]=[CH:32][CH:31]=[CH:30][CH:29]=1)=[O:26]. The yield is 0.980. The catalyst is C(Cl)Cl. (3) The reactants are [Cl:1][C:2]1[N:7]=[C:6]([OH:8])[CH:5]=[CH:4][CH:3]=1.[C:9]([O-])([O-])=O.[K+].[K+].IC. The catalyst is CC(C)=O. The product is [Cl:1][C:2]1[N:7]([CH3:9])[C:6](=[O:8])[CH:5]=[CH:4][CH:3]=1. The yield is 0.670. (4) The reactants are [NH2:1][C@@H:2]([CH2:9][C:10]1[CH:15]=[C:14]([F:16])[CH:13]=[C:12]([F:17])[CH:11]=1)[C:3]([N:5]([O:7][CH3:8])[CH3:6])=[O:4].C([O-])([O-])=O.[K+].[K+].[CH2:24](Br)[C:25]1[CH:30]=[CH:29][CH:28]=[CH:27][CH:26]=1. The catalyst is C(O)C.O.C(Cl)(Cl)Cl. The product is [CH2:24]([N:1]([CH2:9][C:10]1[CH:15]=[CH:14][CH:13]=[CH:12][CH:11]=1)[C@@H:2]([CH2:9][C:10]1[CH:11]=[C:12]([F:17])[CH:13]=[C:14]([F:16])[CH:15]=1)[C:3]([N:5]([O:7][CH3:8])[CH3:6])=[O:4])[C:25]1[CH:30]=[CH:29][CH:28]=[CH:27][CH:26]=1. The yield is 0.260. (5) The reactants are C([O-])=O.[NH4+].Cl[C:6]1[N:16]=[C:15]([O:17][C:18]2[CH:23]=[CH:22][C:21]([F:24])=[C:20]([F:25])[CH:19]=2)[C:14]([F:26])=[CH:13][C:7]=1[C:8]([O:10][CH2:11][CH3:12])=[O:9]. The catalyst is CO.[Pd]. The product is [F:25][C:20]1[CH:19]=[C:18]([CH:23]=[CH:22][C:21]=1[F:24])[O:17][C:15]1[C:14]([F:26])=[CH:13][C:7]([C:8]([O:10][CH2:11][CH3:12])=[O:9])=[CH:6][N:16]=1. The yield is 0.484. (6) The reactants are Br[C:2]1[CH:3]=[N:4][N:5]([CH3:17])[C:6]=1[C:7]1[CH:8]=[C:9]([C:13]([O:15][CH3:16])=[O:14])[S:10][C:11]=1[CH3:12].[C:18](=O)([O-])[O-].[K+].[K+].CB1OB(C)OB(C)O1. The product is [CH3:17][N:5]1[C:6]([C:7]2[CH:8]=[C:9]([C:13]([O:15][CH3:16])=[O:14])[S:10][C:11]=2[CH3:12])=[C:2]([CH3:18])[CH:3]=[N:4]1. The catalyst is CN(C)C=O.C1C=CC(P(C2C=CC=CC=2)[C-]2C=CC=C2)=CC=1.C1C=CC(P(C2C=CC=CC=2)[C-]2C=CC=C2)=CC=1.Cl[Pd]Cl.[Fe+2]. The yield is 0.580.